Dataset: Forward reaction prediction with 1.9M reactions from USPTO patents (1976-2016). Task: Predict the product of the given reaction. (1) Given the reactants [NH:1]1[CH2:6][CH2:5][O:4][CH:3]([CH2:7][NH:8][C:9]2[CH:14]=[CH:13][C:12]([S:15]([NH2:18])(=[O:17])=[O:16])=[CH:11][C:10]=2[N+:19]([O-:21])=[O:20])[CH2:2]1.C(=O)([O-])[O-].[Na+].[Na+].[F:28][CH:29]([F:32])[CH2:30]I, predict the reaction product. The product is: [F:28][CH:29]([F:32])[CH2:30][N:1]1[CH2:6][CH2:5][O:4][CH:3]([CH2:7][NH:8][C:9]2[CH:14]=[CH:13][C:12]([S:15]([NH2:18])(=[O:16])=[O:17])=[CH:11][C:10]=2[N+:19]([O-:21])=[O:20])[CH2:2]1. (2) Given the reactants Cl.[NH2:2][C@@H:3]([C@@H:19]([C:24]1[CH:29]=[C:28]([F:30])[CH:27]=[C:26]([F:31])[CH:25]=1)[C:20]([F:23])([F:22])[F:21])[C:4]([N:6]1[C@@H:10]([CH2:11][C:12]2[CH:17]=[CH:16][CH:15]=[CH:14][CH:13]=2)[CH2:9][O:8][C:7]1=[O:18])=[O:5].[Cl:32][C:33]1[S:37][C:36]([S:38](Cl)(=[O:40])=[O:39])=[CH:35][CH:34]=1.N1C=CC=CC=1.C([O-])(O)=O.[Na+], predict the reaction product. The product is: [CH2:11]([C@H:10]1[CH2:9][O:8][C:7](=[O:18])[N:6]1[C:4](=[O:5])[C@@H:3]([NH:2][S:38]([C:36]1[S:37][C:33]([Cl:32])=[CH:34][CH:35]=1)(=[O:40])=[O:39])[C@@H:19]([C:24]1[CH:25]=[C:26]([F:31])[CH:27]=[C:28]([F:30])[CH:29]=1)[C:20]([F:23])([F:22])[F:21])[C:12]1[CH:13]=[CH:14][CH:15]=[CH:16][CH:17]=1. (3) Given the reactants N#N.[F:3][C:4]([F:18])([CH3:17])[CH2:5][CH2:6][CH2:7][CH2:8][N:9]1[N:13]=[C:12]([N+:14]([O-])=O)[CH:11]=[N:10]1.[NH4+].[Cl-], predict the reaction product. The product is: [F:18][C:4]([F:3])([CH3:17])[CH2:5][CH2:6][CH2:7][CH2:8][N:9]1[N:13]=[C:12]([NH2:14])[CH:11]=[N:10]1. (4) Given the reactants [CH2:1]([O:3][C:4]([C:6]1([C:9]2[CH:14]=[CH:13][C:12]([C:15]3[CH:20]=[CH:19][C:18]([C:21]4[O:25][N:24]=[C:23]([CH3:26])[C:22]=4[CH2:27][NH:28][CH2:29][CH:30]([C:32]4[CH:37]=[CH:36][CH:35]=[CH:34][CH:33]=4)[CH3:31])=[CH:17][CH:16]=3)=[CH:11][CH:10]=2)[CH2:8][CH2:7]1)=[O:5])[CH3:2].[C:38](Cl)(=[O:40])[CH3:39], predict the reaction product. The product is: [CH2:1]([O:3][C:4]([C:6]1([C:9]2[CH:10]=[CH:11][C:12]([C:15]3[CH:20]=[CH:19][C:18]([C:21]4[O:25][N:24]=[C:23]([CH3:26])[C:22]=4[CH2:27][N:28]([C:38](=[O:40])[CH3:39])[CH2:29][CH:30]([C:32]4[CH:33]=[CH:34][CH:35]=[CH:36][CH:37]=4)[CH3:31])=[CH:17][CH:16]=3)=[CH:13][CH:14]=2)[CH2:7][CH2:8]1)=[O:5])[CH3:2]. (5) Given the reactants Br[C:2]1[CH:3]=[C:4]2[C:8](=[C:9]([C:11]([NH2:13])=[O:12])[CH:10]=1)[NH:7][CH:6]=[C:5]2[CH:14]1[CH2:19][CH2:18][N:17]([S:20]([CH2:23][CH3:24])(=[O:22])=[O:21])[CH2:16][CH2:15]1.C([O-])([O-])=O.[Cs+].[Cs+].CC1(C)C(C)(C)OB([C:39]2[CH:40]=[C:41]([CH2:45][NH2:46])[CH:42]=[CH:43][CH:44]=2)O1, predict the reaction product. The product is: [NH2:46][CH2:45][C:41]1[CH:40]=[C:39]([C:2]2[CH:3]=[C:4]3[C:8](=[C:9]([C:11]([NH2:13])=[O:12])[CH:10]=2)[NH:7][CH:6]=[C:5]3[CH:14]2[CH2:15][CH2:16][N:17]([S:20]([CH2:23][CH3:24])(=[O:22])=[O:21])[CH2:18][CH2:19]2)[CH:44]=[CH:43][CH:42]=1. (6) Given the reactants [OH:1][C:2]1[CH:3]=[C:4]([C@H:8]2[CH2:12][C:11]3([CH2:17][CH2:16][N:15]([C:18]([O:20][C:21]([CH3:24])([CH3:23])[CH3:22])=[O:19])[CH2:14][CH2:13]3)[O:10][CH2:9]2)[CH:5]=[CH:6][CH:7]=1.N1C=CC=CC=1.[F:31][C:32]([F:45])([F:44])[S:33](O[S:33]([C:32]([F:45])([F:44])[F:31])(=[O:35])=[O:34])(=[O:35])=[O:34], predict the reaction product. The product is: [F:31][C:32]([F:45])([F:44])[S:33]([O:1][C:2]1[CH:3]=[C:4]([C@H:8]2[CH2:12][C:11]3([CH2:17][CH2:16][N:15]([C:18]([O:20][C:21]([CH3:24])([CH3:23])[CH3:22])=[O:19])[CH2:14][CH2:13]3)[O:10][CH2:9]2)[CH:5]=[CH:6][CH:7]=1)(=[O:35])=[O:34]. (7) Given the reactants [Cl:1][C:2]1[CH:3]=[N:4][CH:5]=[C:6]([Cl:9])[C:7]=1[NH2:8].[C:10]([O:14][Na])([CH3:13])(C)C.[N+](C1C=CC(OC(=O)C=C[C:29]2[CH:34]=[CH:33][CH:32]=[CH:31][C:30]=2[C:35]2[CH:40]=[CH:39][CH:38]=[C:37]([C:41]3[CH:42]=[C:43]([C:51]([S:54]([CH3:57])(=[O:56])=[O:55])([CH3:53])[CH3:52])[CH:44]=[C:45]4[C:50]=3[N:49]=[CH:48][CH:47]=[CH:46]4)[CH:36]=2)=CC=1)([O-])=O.[CH3:59]N(C=O)C, predict the reaction product. The product is: [Cl:1][C:2]1[CH:3]=[N:4][CH:5]=[C:6]([Cl:9])[C:7]=1[NH:8][C:10](=[O:14])[CH:13]=[CH:59][C:33]1[CH:34]=[CH:29][C:30]([C:35]2[CH:40]=[CH:39][CH:38]=[C:37]([C:41]3[CH:42]=[C:43]([C:51]([S:54]([CH3:57])(=[O:56])=[O:55])([CH3:52])[CH3:53])[CH:44]=[C:45]4[C:50]=3[N:49]=[CH:48][CH:47]=[CH:46]4)[CH:36]=2)=[CH:31][CH:32]=1. (8) Given the reactants Cl.O1CCOC[CH2:3]1.[C:8]([C:10]1[CH:18]=[CH:17][C:13]([C:14]([OH:16])=[O:15])=[C:12]([F:19])[CH:11]=1)#[N:9], predict the reaction product. The product is: [CH3:3][O:15][C:14](=[O:16])[C:13]1[CH:17]=[CH:18][C:10]([C:8]#[N:9])=[CH:11][C:12]=1[F:19]. (9) Given the reactants [C:1]([Br:5])(Br)(Br)Br.C1(P(C2C=CC=CC=2)C2C=CC=CC=2)C=CC=CC=1.[CH2:25]([N:32]1[CH:36]=[C:35](CO)[C:34]([N+:39]([O-:41])=[O:40])=[N:33]1)[C:26]1[CH:31]=[CH:30][CH:29]=[CH:28][CH:27]=1, predict the reaction product. The product is: [CH2:25]([N:32]1[CH:36]=[C:35]([CH2:1][Br:5])[C:34]([N+:39]([O-:41])=[O:40])=[N:33]1)[C:26]1[CH:31]=[CH:30][CH:29]=[CH:28][CH:27]=1.